Dataset: CYP2D6 inhibition data for predicting drug metabolism from PubChem BioAssay. Task: Regression/Classification. Given a drug SMILES string, predict its absorption, distribution, metabolism, or excretion properties. Task type varies by dataset: regression for continuous measurements (e.g., permeability, clearance, half-life) or binary classification for categorical outcomes (e.g., BBB penetration, CYP inhibition). Dataset: cyp2d6_veith. The molecule is CCOC(=O)c1c(NC(=O)c2c(Br)cnn2C)c(C#N)nn1-c1ccccc1. The result is 0 (non-inhibitor).